This data is from Forward reaction prediction with 1.9M reactions from USPTO patents (1976-2016). The task is: Predict the product of the given reaction. (1) Given the reactants Cl[C:2]1[N:7]=[CH:6][C:5]([CH2:8][C:9]2[CH:10]=[C:11]3[C:16](=[C:17]4[CH:22]=[CH:21][N:20]=[CH:19][C:18]=24)[N:15]=[CH:14][N:13]([C@H:23]2[CH2:28][CH2:27][CH2:26][CH2:25][C@@H:24]2[OH:29])[C:12]3=[O:30])=[CH:4][CH:3]=1.C([Sn](CCCC)(CCCC)[C:36]1[CH:41]=[N:40][CH:39]=[CH:38][N:37]=1)CCC, predict the reaction product. The product is: [OH:29][C@H:24]1[CH2:25][CH2:26][CH2:27][CH2:28][C@@H:23]1[N:13]1[C:12](=[O:30])[C:11]2[C:16](=[C:17]3[CH:22]=[CH:21][N:20]=[CH:19][C:18]3=[C:9]([CH2:8][C:5]3[CH:6]=[N:7][C:2]([C:36]4[CH:41]=[N:40][CH:39]=[CH:38][N:37]=4)=[CH:3][CH:4]=3)[CH:10]=2)[N:15]=[CH:14]1. (2) Given the reactants [Br:1][C:2]1[S:3][C:4]([NH:32][C:33](=[O:39])[O:34][C:35]([CH3:38])([CH3:37])[CH3:36])=[C:5]([C:7](=[O:31])[NH:8][C:9]2[CH:10]=[N:11][N:12]([CH3:30])[C:13]=2[C:14]23[O:21][CH:18]([CH2:19]C2)[CH:17]([NH:22][C:23]([O:25][C:26]([CH3:29])([CH3:28])[CH3:27])=[O:24])[CH2:16][CH2:15]3)[N:6]=1.F[C@H]1[C@H](NC(=O)OC(C)(C)C)CC[C@@H](C2N(C)N=CC=2[N+]([O-])=O)[O:43][CH2:42]1.CO[C@H]1[C@H](NC(=O)OC(C)(C)C)CC[C@@H](C2N(C)N=CC=2[N+]([O-])=O)OC1, predict the reaction product. The product is: [Br:1][C:2]1[S:3][C:4]([NH:32][C:33](=[O:39])[O:34][C:35]([CH3:37])([CH3:38])[CH3:36])=[C:5]([C:7](=[O:31])[NH:8][C:9]2[CH:10]=[N:11][N:12]([CH3:30])[C:13]=2[C@@H:14]2[CH2:15][CH2:16][C@@H:17]([NH:22][C:23]([O:25][C:26]([CH3:27])([CH3:29])[CH3:28])=[O:24])[C@H:19]([O:43][CH3:42])[CH2:18][O:21]2)[N:6]=1. (3) Given the reactants [CH:1]([C:3]1[S:4][CH:5]=[CH:6][C:7]=1[O:8][CH2:9][CH:10]([CH2:17][CH2:18][CH2:19][CH3:20])[CH2:11][CH2:12][CH2:13][CH2:14][CH2:15][CH3:16])=O.[S:21]=[C:22]([C:24](=[S:26])[NH2:25])[NH2:23], predict the reaction product. The product is: [CH2:17]([CH:10]([CH2:11][CH2:12][CH2:13][CH2:14][CH2:15][CH3:16])[CH2:9][O:8][C:7]1[CH:6]=[CH:5][S:4][C:3]=1[C:1]1[S:21][C:22]2[N:23]=[C:1]([C:3]3[S:4][CH:5]=[CH:6][C:7]=3[O:8][CH2:9][CH:10]([CH2:17][CH2:18][CH2:19][CH3:20])[CH2:11][CH2:12][CH2:13][CH2:14][CH2:15][CH3:16])[S:26][C:24]=2[N:25]=1)[CH2:18][CH2:19][CH3:20]. (4) Given the reactants [F:1][C:2]1[CH:7]=[CH:6][C:5]([N:8]2[CH:11]([C:12]3[CH:17]=[CH:16][C:15]([O:18][CH3:19])=[CH:14][CH:13]=3)[CH:10]([CH2:20][CH2:21][CH:22]([OH:30])[C:23]3[CH:28]=[CH:27][C:26]([OH:29])=[CH:25][CH:24]=3)[C:9]2=[O:31])=[CH:4][CH:3]=1.[Br:32][CH2:33][C:34]1[CH:39]=[CH:38][C:37]([CH2:40]Br)=[CH:36][CH:35]=1.C(=O)([O-])[O-].[K+].[K+], predict the reaction product. The product is: [Br:32][CH2:33][C:34]1[CH:39]=[CH:38][C:37]([CH2:40][O:29][C:26]2[CH:25]=[CH:24][C:23]([CH:22]([OH:30])[CH2:21][CH2:20][CH:10]3[CH:11]([C:12]4[CH:13]=[CH:14][C:15]([O:18][CH3:19])=[CH:16][CH:17]=4)[N:8]([C:5]4[CH:4]=[CH:3][C:2]([F:1])=[CH:7][CH:6]=4)[C:9]3=[O:31])=[CH:28][CH:27]=2)=[CH:36][CH:35]=1. (5) Given the reactants [CH:1]([N:3]1[CH2:8][CH2:7][N:6]([C:9]([O:11][C:12]([CH3:15])([CH3:14])[CH3:13])=[O:10])[CH2:5][CH:4]1[C:16]([O:18]C)=[O:17])=[O:2].[Li+:20].[OH-], predict the reaction product. The product is: [C:12]([O:11][C:9]([N:6]1[CH2:7][CH2:8][N:3]([CH:1]=[O:2])[CH:4]([C:16]([O-:18])=[O:17])[CH2:5]1)=[O:10])([CH3:15])([CH3:13])[CH3:14].[Li+:20]. (6) Given the reactants C([SiH2][O:6][C:7](C)(C)[C:8]1[CH:9]=[CH:10][C:11]([NH:14][C:15]2[N:16]=[CH:17][C:18]3[CH:23]=[C:22]([C:24]#[N:25])[N:21]([CH:26]4[CH2:30][CH2:29][CH2:28][CH2:27]4)[C:19]=3[N:20]=2)=[N:12][CH:13]=1)(C)(C)C.N1C=CC=CC=1.C([O-])(O)=O.[Na+], predict the reaction product. The product is: [CH:26]1([N:21]2[C:19]3[N:20]=[C:15]([NH:14][C:11]4[CH:10]=[CH:9][C:8]([CH2:7][OH:6])=[CH:13][N:12]=4)[N:16]=[CH:17][C:18]=3[CH:23]=[C:22]2[C:24]#[N:25])[CH2:27][CH2:28][CH2:29][CH2:30]1. (7) Given the reactants [C:1]([O:5][C:6]([N:8]1[CH2:12][CH:11]([OH:13])[CH2:10][CH:9]1[CH3:14])=[O:7])([CH3:4])([CH3:3])[CH3:2].C(N(CC)CC)C.[CH3:22][S:23](Cl)(=[O:25])=[O:24].Cl, predict the reaction product. The product is: [C:1]([O:5][C:6]([N:8]1[CH2:12][CH:11]([O:13][S:23]([CH3:22])(=[O:25])=[O:24])[CH2:10][CH:9]1[CH3:14])=[O:7])([CH3:4])([CH3:2])[CH3:3].